Dataset: NCI-60 drug combinations with 297,098 pairs across 59 cell lines. Task: Regression. Given two drug SMILES strings and cell line genomic features, predict the synergy score measuring deviation from expected non-interaction effect. (1) Drug 1: CC1=C(C(=CC=C1)Cl)NC(=O)C2=CN=C(S2)NC3=CC(=NC(=N3)C)N4CCN(CC4)CCO. Drug 2: C1=CC=C(C(=C1)C(C2=CC=C(C=C2)Cl)C(Cl)Cl)Cl. Cell line: OVCAR-5. Synergy scores: CSS=3.00, Synergy_ZIP=0.708, Synergy_Bliss=2.44, Synergy_Loewe=0.354, Synergy_HSA=0.140. (2) Drug 1: CC1=CC2C(CCC3(C2CCC3(C(=O)C)OC(=O)C)C)C4(C1=CC(=O)CC4)C. Drug 2: CC1=C(C(CCC1)(C)C)C=CC(=CC=CC(=CC(=O)O)C)C. Cell line: U251. Synergy scores: CSS=2.44, Synergy_ZIP=2.27, Synergy_Bliss=7.18, Synergy_Loewe=1.09, Synergy_HSA=1.31. (3) Drug 1: CNC(=O)C1=CC=CC=C1SC2=CC3=C(C=C2)C(=NN3)C=CC4=CC=CC=N4. Drug 2: C1=CN(C=N1)CC(O)(P(=O)(O)O)P(=O)(O)O. Cell line: TK-10. Synergy scores: CSS=8.57, Synergy_ZIP=-0.983, Synergy_Bliss=3.71, Synergy_Loewe=3.38, Synergy_HSA=3.83. (4) Drug 1: C1CN1P(=S)(N2CC2)N3CC3. Drug 2: CC1=C(C=C(C=C1)C(=O)NC2=CC(=CC(=C2)C(F)(F)F)N3C=C(N=C3)C)NC4=NC=CC(=N4)C5=CN=CC=C5. Cell line: IGROV1. Synergy scores: CSS=4.45, Synergy_ZIP=2.35, Synergy_Bliss=-0.523, Synergy_Loewe=-2.76, Synergy_HSA=-1.55. (5) Drug 1: CN1CCC(CC1)COC2=C(C=C3C(=C2)N=CN=C3NC4=C(C=C(C=C4)Br)F)OC. Drug 2: CC1=C2C(C(=O)C3(C(CC4C(C3C(C(C2(C)C)(CC1OC(=O)C(C(C5=CC=CC=C5)NC(=O)OC(C)(C)C)O)O)OC(=O)C6=CC=CC=C6)(CO4)OC(=O)C)OC)C)OC. Cell line: OVCAR-4. Synergy scores: CSS=41.7, Synergy_ZIP=2.96, Synergy_Bliss=1.02, Synergy_Loewe=-16.0, Synergy_HSA=4.57.